From a dataset of Full USPTO retrosynthesis dataset with 1.9M reactions from patents (1976-2016). Predict the reactants needed to synthesize the given product. (1) Given the product [CH3:1][C:2]1[CH:3]=[CH:4][C:5]([C:21]([NH:23][C:24]2[CH:25]=[C:26]([C:36]([F:38])([F:39])[F:37])[CH:27]=[C:28]([N:30]3[CH:34]=[N:33][C:32]([CH3:35])=[CH:31]3)[CH:29]=2)=[O:22])=[CH:6][C:7]=1[NH:8][C:9]1[N:10]=[CH:11][CH:12]=[C:13]([C:15]2[CH:16]=[CH:17][CH:18]=[N:19][CH:20]=2)[N:14]=1.[C:40]([O-:49])(=[O:48])[CH2:41][CH2:42][CH2:43][CH2:44][C:45]([O-:47])=[O:46], predict the reactants needed to synthesize it. The reactants are: [CH3:1][C:2]1[CH:3]=[CH:4][C:5]([C:21]([NH:23][C:24]2[CH:25]=[C:26]([C:36]([F:39])([F:38])[F:37])[CH:27]=[C:28]([N:30]3[CH:34]=[N:33][C:32]([CH3:35])=[CH:31]3)[CH:29]=2)=[O:22])=[CH:6][C:7]=1[NH:8][C:9]1[N:10]=[CH:11][CH:12]=[C:13]([C:15]2[CH:16]=[CH:17][CH:18]=[N:19][CH:20]=2)[N:14]=1.[C:40]([OH:49])(=[O:48])[CH2:41][CH2:42][CH2:43][CH2:44][C:45]([OH:47])=[O:46]. (2) Given the product [CH3:1][O:2][CH2:3][CH2:4][CH2:5][O:6][C:7]1[CH:8]=[C:9]([CH:37]=[CH:38][C:39]=1[O:40][CH3:41])[CH2:10][C@H:11]([CH:34]([CH3:36])[CH3:35])[CH2:12][C@H:13]([NH2:26])[C@@H:14]([OH:25])[CH2:15][NH:16][C:17]([NH:19][CH2:20][CH2:21][CH2:22][CH2:23][CH3:24])=[S:18].[F:42][C:43]([F:48])([F:47])[C:44]([O-:46])=[O:45], predict the reactants needed to synthesize it. The reactants are: [CH3:1][O:2][CH2:3][CH2:4][CH2:5][O:6][C:7]1[CH:8]=[C:9]([CH:37]=[CH:38][C:39]=1[O:40][CH3:41])[CH2:10][C@H:11]([CH:34]([CH3:36])[CH3:35])[CH2:12][C@H:13]([NH:26]C(OC(C)(C)C)=O)[C@@H:14]([OH:25])[CH2:15][NH:16][C:17]([NH:19][CH2:20][CH2:21][CH2:22][CH2:23][CH3:24])=[S:18].[F:42][C:43]([F:48])([F:47])[C:44]([OH:46])=[O:45]. (3) Given the product [C:1]([OH:15])(=[O:14])[CH2:2][O:3][CH2:4][CH2:5][O:6][CH2:7][CH2:8][O:9][CH2:10][CH2:11][O:12][CH3:13], predict the reactants needed to synthesize it. The reactants are: [C:1]([O:15]CC1C=CC=CC=1)(=[O:14])[CH2:2][O:3][CH2:4][CH2:5][O:6][CH2:7][CH2:8][O:9][CH2:10][CH2:11][O:12][CH3:13]. (4) Given the product [O:1]1[CH2:3][C@H:2]1[CH2:4][O:18][C:19]1[CH:24]=[CH:23][CH:22]=[CH:21][C:20]=1[CH2:25][C:26]([N:28]1[CH2:32][CH2:31][C@H:30]([OH:33])[CH2:29]1)=[O:27], predict the reactants needed to synthesize it. The reactants are: [O:1]1[CH2:3][C@H:2]1[CH2:4]OS(C1C=CC=C([N+]([O-])=O)C=1)(=O)=O.[OH:18][C:19]1[CH:24]=[CH:23][CH:22]=[CH:21][C:20]=1[CH2:25][C:26]([N:28]1[CH2:32][CH2:31][C@H:30]([OH:33])[CH2:29]1)=[O:27].C([O-])([O-])=O.[Cs+].[Cs+]. (5) Given the product [C:40]([O:26][C@H:17]1[C@@H:16]([N:27]2[CH2:28][CH2:29][CH2:30][CH2:31]2)[CH2:15][C@H:14]2[C@H:13]3[C@H:22]([CH2:21][CH2:20][C@:18]12[CH3:19])[C@:23]1([CH3:25])[C@H:10]([CH2:9][C@H:8]([OH:32])[C@@H:7]([N:1]2[CH2:6][CH2:5][O:4][CH2:3][CH2:2]2)[CH2:24]1)[CH2:11][CH2:12]3)(=[O:42])[CH3:41], predict the reactants needed to synthesize it. The reactants are: [N:1]1([C@H:7]2[CH2:24][C@@:23]3([CH3:25])[C@@H:10]([CH2:11][CH2:12][C@@H:13]4[C@@H:22]3[CH2:21][CH2:20][C@@:18]3([CH3:19])[C@H:14]4[CH2:15][C@H:16]([N:27]4[CH2:31][CH2:30][CH2:29][CH2:28]4)[C@@H:17]3[OH:26])[CH2:9][C@@H:8]2[OH:32])[CH2:6][CH2:5][O:4][CH2:3][CH2:2]1.C(N(CC)CC)C.[C:40](OC(=O)C)(=[O:42])[CH3:41].C([O-])([O-])=O.[Na+].[Na+]. (6) Given the product [Cl:1][C:2]1[CH:7]=[CH:6][C:5]([C:13]([C:15]2[CH:16]=[N:17][CH:18]=[N:19][CH:20]=2)=[O:14])=[CH:4][CH:3]=1, predict the reactants needed to synthesize it. The reactants are: [Cl:1][C:2]1[CH:7]=[CH:6][C:5]([Mg]Br)=[CH:4][CH:3]=1.CON(C)[C:13]([C:15]1[CH:16]=[N:17][CH:18]=[N:19][CH:20]=1)=[O:14]. (7) Given the product [NH2:25][CH2:24][CH2:23][CH2:22][N:3]1[C:4]2[C:9](=[CH:8][CH:7]=[CH:6][CH:5]=2)[C:10]2([C:14]3=[CH:15][C:16]4[O:20][CH2:19][O:18][C:17]=4[CH:21]=[C:13]3[O:12][CH2:11]2)[C:2]1=[O:1], predict the reactants needed to synthesize it. The reactants are: [O:1]=[C:2]1[C:10]2([C:14]3=[CH:15][C:16]4[O:20][CH2:19][O:18][C:17]=4[CH:21]=[C:13]3[O:12][CH2:11]2)[C:9]2[C:4](=[CH:5][CH:6]=[CH:7][CH:8]=2)[N:3]1[CH2:22][CH2:23][CH2:24][N:25]1C(=O)C2C(=CC=CC=2)C1=O.O.NN. (8) Given the product [Cl:14][CH2:15][C:16]1[N:17]([CH2:30][CH2:31][CH2:32][O:33][CH3:34])[C:18]2[C:27]3[CH:26]=[CH:25][CH:24]=[CH:23][C:22]=3[N:21]=[C:20]([NH2:2])[C:19]=2[N:29]=1, predict the reactants needed to synthesize it. The reactants are: [OH-].[NH4+:2].C1(C)C=CC(S(Cl)(=O)=O)=CC=1.[Cl:14][CH2:15][C:16]1[N:17]([CH2:30][CH2:31][CH2:32][O:33][CH3:34])[C:18]2[C:27]3[CH:26]=[CH:25][CH:24]=[CH:23][C:22]=3[N+:21]([O-])=[CH:20][C:19]=2[N:29]=1. (9) Given the product [CH3:13][O:12][C:9]1[CH:10]=[C:11]2[C:6](=[CH:7][C:8]=1[O:14][CH2:15][CH2:16][CH2:17][N:18]1[CH2:23][CH2:22][CH2:21][CH2:20][CH2:19]1)[N:5]=[CH:4][N:3]=[C:2]2[O:40][C:37]1[CH:38]=[C:39]2[C:34](=[CH:35][CH:36]=1)[NH:33][CH:32]=[C:31]2[CH3:30], predict the reactants needed to synthesize it. The reactants are: Cl[C:2]1[C:11]2[C:6](=[CH:7][C:8]([O:14][CH2:15][CH2:16][CH2:17][N:18]3[CH2:23][CH2:22][CH2:21][CH2:20][CH2:19]3)=[C:9]([O:12][CH3:13])[CH:10]=2)[N:5]=[CH:4][N:3]=1.C(=O)([O-])[O-].[K+].[K+].[CH3:30][C:31]1[C:39]2[C:34](=[CH:35][CH:36]=[C:37]([OH:40])[CH:38]=2)[NH:33][CH:32]=1. (10) Given the product [NH2:1][C:2]1[N:6]([CH:7]2[CH2:12][CH2:11][CH2:10]2)[N:5]=[CH:4][C:3]=1[C:15]#[N:16], predict the reactants needed to synthesize it. The reactants are: [NH2:1][C:2]1[N:6]([C:7]2[CH:12]=[CH:11][CH:10]=CC=2OC)[N:5]=[CH:4][C:3]=1[C:15]#[N:16].C1(NN)CCC1.